Dataset: CYP2C19 inhibition data for predicting drug metabolism from PubChem BioAssay. Task: Regression/Classification. Given a drug SMILES string, predict its absorption, distribution, metabolism, or excretion properties. Task type varies by dataset: regression for continuous measurements (e.g., permeability, clearance, half-life) or binary classification for categorical outcomes (e.g., BBB penetration, CYP inhibition). Dataset: cyp2c19_veith. The compound is O=C1c2c(O)ccc(O)c2C(=O)c2c(NCCNCCO)ccc(NCCNCCO)c21. The result is 0 (non-inhibitor).